This data is from Forward reaction prediction with 1.9M reactions from USPTO patents (1976-2016). The task is: Predict the product of the given reaction. (1) Given the reactants [C:1]([O:4][CH2:5][CH:6]([O:35][C:36](=[O:38])[CH3:37])[CH2:7][NH:8][C:9](=[O:34])[C:10]1[C:15]([I:16])=[C:14]([C:17](=[O:30])[NH:18][CH2:19][CH:20]([O:26][C:27](=[O:29])[CH3:28])[CH2:21][O:22][C:23](=[O:25])[CH3:24])[C:13]([I:31])=[C:12]([NH2:32])[C:11]=1[I:33])(=[O:3])[CH3:2].[C:39](Cl)(Cl)=[O:40].C1(C)C=CC=CC=1, predict the reaction product. The product is: [C:23]([O:22][CH2:21][CH:20]([O:26][C:27](=[O:29])[CH3:28])[CH2:19][NH:18][C:17](=[O:30])[C:14]1[C:13]([I:31])=[C:12]([N:32]=[C:39]=[O:40])[C:11]([I:33])=[C:10]([C:9](=[O:34])[NH:8][CH2:7][CH:6]([O:35][C:36](=[O:38])[CH3:37])[CH2:5][O:4][C:1](=[O:3])[CH3:2])[C:15]=1[I:16])(=[O:25])[CH3:24]. (2) The product is: [CH2:1]([C:5]1[N:6]=[C:7]2[CH:23]=[CH:22][C:21]([Cl:24])=[CH:20][N:8]2[C:9](=[O:19])[C:10]=1[C:11]1[CH:12]=[CH:13][C:14]([OH:17])=[CH:15][CH:16]=1)[CH2:2][CH2:3][CH3:4]. Given the reactants [CH2:1]([C:5]1[N:6]=[C:7]2[CH:23]=[CH:22][C:21]([Cl:24])=[CH:20][N:8]2[C:9](=[O:19])[C:10]=1[C:11]1[CH:16]=[CH:15][C:14]([O:17]C)=[CH:13][CH:12]=1)[CH2:2][CH2:3][CH3:4].B(Br)(Br)Br.O, predict the reaction product. (3) The product is: [CH2:9]([O:8][CH2:1][CH2:2][CH2:3][CH2:4][CH2:5][CH2:6][CH2:7][C:17]1[CH:22]=[CH:21][C:20]([N+:23]([O-:25])=[O:24])=[CH:19][CH:18]=1)[C:10]1[CH:11]=[CH:12][CH:13]=[CH:14][CH:15]=1. Given the reactants [CH2:1]([O:8][CH2:9][C:10]1[CH:15]=[CH:14][CH:13]=[CH:12][CH:11]=1)[CH2:2][CH2:3][CH2:4][CH2:5][CH:6]=[CH2:7].Br[C:17]1[CH:22]=[CH:21][C:20]([N+:23]([O-:25])=[O:24])=[CH:19][CH:18]=1, predict the reaction product. (4) Given the reactants [NH2:1][CH2:2][CH2:3][CH2:4][OH:5].C(N(CC)CC)C.Cl[C:14]([O:16][CH2:17][C:18]1[CH:23]=[CH:22][C:21]([N+:24]([O-:26])=[O:25])=[CH:20][CH:19]=1)=[O:15], predict the reaction product. The product is: [N+:24]([C:21]1[CH:20]=[CH:19][C:18]([CH2:17][O:16][C:14]([NH:1][CH2:2][CH2:3][CH2:4][OH:5])=[O:15])=[CH:23][CH:22]=1)([O-:26])=[O:25]. (5) Given the reactants Cl[C:2]1[C:3]2[CH:11]=[CH:10][N:9]=[CH:8][C:4]=2[N:5]=[CH:6][N:7]=1.[NH2:12][NH2:13], predict the reaction product. The product is: [N:5]1[C:4]2[CH:8]=[N:9][CH:10]=[CH:11][C:3]=2[C:2]([NH:12][NH2:13])=[N:7][CH:6]=1. (6) Given the reactants [CH3:8]C[NH+:3]([CH2:6][CH3:7])[CH2:4][CH3:5].[CH3:8]C[NH+:3]([CH2:6][CH3:7])[CH2:4][CH3:5].C([O-])([O-])=O.[CH2:19]1[CH2:23]OC[CH2:20]1, predict the reaction product. The product is: [CH3:7][CH2:6][N:3]([CH:19]([CH3:23])[CH3:20])[CH:4]([CH3:5])[CH3:8]. (7) The product is: [CH3:23][O:22][C:20](=[O:21])[C:19]1[CH:24]=[CH:25][C:16]([O:14][CH2:13][C:3]2[C:4]([C:7]3[CH:12]=[CH:11][CH:10]=[CH:9][CH:8]=3)=[N:5][O:6][C:2]=2[CH3:1])=[N:17][CH:18]=1. Given the reactants [CH3:1][C:2]1[O:6][N:5]=[C:4]([C:7]2[CH:12]=[CH:11][CH:10]=[CH:9][CH:8]=2)[C:3]=1[CH2:13][OH:14].Cl[C:16]1[CH:25]=[CH:24][C:19]([C:20]([O:22][CH3:23])=[O:21])=[CH:18][N:17]=1, predict the reaction product.